From a dataset of Full USPTO retrosynthesis dataset with 1.9M reactions from patents (1976-2016). Predict the reactants needed to synthesize the given product. (1) Given the product [C:28]1([C:19]2[CH:20]=[CH:21][CH:22]=[CH:23][CH:24]=2)[CH:29]=[CH:30][CH:31]=[CH:32][C:33]=1[C:6]([N:8]1[CH2:12][C:11](=[N:13][O:14][CH3:15])[CH2:10][C@H:9]1[C:16]([NH:34][C@@H:35]([CH2:44][OH:45])[C@@H:36]([OH:37])[C:38]1[CH:43]=[CH:42][CH:41]=[CH:40][CH:39]=1)=[O:18])=[O:7], predict the reactants needed to synthesize it. The reactants are: C(O[C:6]([N:8]1[CH2:12][C:11](=[N:13][O:14][CH3:15])[CH2:10][C@H:9]1[C:16]([OH:18])=O)=[O:7])(C)(C)C.[C:19]1([C:28]2[CH:33]=[CH:32][CH:31]=[CH:30][CH:29]=2)[CH:24]=[CH:23][C:22](C(Cl)=O)=[CH:21][CH:20]=1.[NH2:34][C@@H:35]([CH2:44][OH:45])[C@H:36]([C:38]1[CH:43]=[CH:42][CH:41]=[CH:40][CH:39]=1)[OH:37]. (2) Given the product [F:1][C:2]1[C:7]([F:8])=[CH:6][C:5]([C:9]2[CH:14]=[CH:13][C:12]([O:15][CH2:16][CH:17]3[CH2:22][CH2:21][CH2:20][N:19]([C:30](=[O:31])[CH2:29][C:28]([OH:33])=[O:27])[CH2:18]3)=[CH:11][CH:10]=2)=[C:4]([O:23][CH3:24])[CH:3]=1, predict the reactants needed to synthesize it. The reactants are: [F:1][C:2]1[C:7]([F:8])=[CH:6][C:5]([C:9]2[CH:14]=[CH:13][C:12]([O:15][CH2:16][CH:17]3[CH2:22][CH2:21][CH2:20][NH:19][CH2:18]3)=[CH:11][CH:10]=2)=[C:4]([O:23][CH3:24])[CH:3]=1.C([O:27][C:28](=[O:33])[CH2:29][C:30](O)=[O:31])C.